Dataset: Peptide-MHC class II binding affinity with 134,281 pairs from IEDB. Task: Regression. Given a peptide amino acid sequence and an MHC pseudo amino acid sequence, predict their binding affinity value. This is MHC class II binding data. (1) The peptide sequence is ASPWSWPDLDLKPGA. The MHC is DRB4_0101 with pseudo-sequence DRB4_0103. The binding affinity (normalized) is 0.457. (2) The peptide sequence is VASRKASNTILPLMA. The MHC is DRB1_0404 with pseudo-sequence DRB1_0404. The binding affinity (normalized) is 0.655. (3) The peptide sequence is APGAAAAPLSWSKDI. The MHC is DRB1_0701 with pseudo-sequence DRB1_0701. The binding affinity (normalized) is 0.177. (4) The peptide sequence is AEVELRQHGSEEWEP. The MHC is HLA-DPA10103-DPB10401 with pseudo-sequence HLA-DPA10103-DPB10401. The binding affinity (normalized) is 0.0209. (5) The MHC is DRB1_0401 with pseudo-sequence DRB1_0401. The peptide sequence is PTFAKAMEKLSVLKV. The binding affinity (normalized) is 0.362.